From a dataset of Forward reaction prediction with 1.9M reactions from USPTO patents (1976-2016). Predict the product of the given reaction. (1) Given the reactants [NH:1]1[CH2:6][CH2:5][O:4][CH2:3][CH2:2]1.[CH3:7][N:8]1[CH:12]=[CH:11][CH:10]=[C:9]1[CH:13]=[O:14].[CH2:15]=O, predict the reaction product. The product is: [CH3:7][N:8]1[CH:12]=[C:11]([CH2:15][N:1]2[CH2:6][CH2:5][O:4][CH2:3][CH2:2]2)[CH:10]=[C:9]1[CH:13]=[O:14].[CH3:7][N:8]1[C:12]([CH2:15][N:1]2[CH2:6][CH2:5][O:4][CH2:3][CH2:2]2)=[CH:11][CH:10]=[C:9]1[CH:13]=[O:14]. (2) The product is: [C:1]([O:5][C:6]([N:8]1[CH2:12][C@H:11]([F:13])[C@@H:10]([O:14][CH3:15])[C@H:9]1[C:16](=[O:18])[NH:41][CH2:40][C:39]([F:38])=[C:42]([CH3:44])[CH3:43])=[O:7])([CH3:2])([CH3:3])[CH3:4]. Given the reactants [C:1]([O:5][C:6]([N:8]1[CH2:12][C@H:11]([F:13])[C@@H:10]([O:14][CH3:15])[C@H:9]1[C:16]([OH:18])=O)=[O:7])([CH3:4])([CH3:3])[CH3:2].C(OC(N1C[C@@H](OC)[C@H](F)[C@H]1C(O)=O)=O)(C)(C)C.Cl.[F:38][C:39](=[C:42]([CH3:44])[CH3:43])[CH2:40][NH2:41].C(P1(=O)OP(CCC)(=O)OP(CCC)(=O)O1)CC.CCN(C(C)C)C(C)C, predict the reaction product. (3) Given the reactants [F:1][C:2]1([F:17])[O:6][C:5]2[CH:7]=[CH:8][C:9]([C:11]3([C:14]([OH:16])=O)[CH2:13][CH2:12]3)=[CH:10][C:4]=2[O:3]1.C(Cl)(=O)C(Cl)=O.[NH2:24][C@@H:25]1[CH2:30][CH2:29][O:28][C@@H:27]([C:31]2[CH:32]=[C:33]([CH:38]=[CH:39][CH:40]=2)[C:34]([O:36][CH3:37])=[O:35])[CH2:26]1.C(N(CC)CC)C, predict the reaction product. The product is: [F:17][C:2]1([F:1])[O:6][C:5]2[CH:7]=[CH:8][C:9]([C:11]3([C:14]([NH:24][C@@H:25]4[CH2:30][CH2:29][O:28][C@@H:27]([C:31]5[CH:32]=[C:33]([CH:38]=[CH:39][CH:40]=5)[C:34]([O:36][CH3:37])=[O:35])[CH2:26]4)=[O:16])[CH2:12][CH2:13]3)=[CH:10][C:4]=2[O:3]1. (4) Given the reactants [H-].[Na+].[F:3][C:4]1[CH:9]=[C:8]([F:10])[CH:7]=[CH:6][C:5]=1[N:11]1[CH2:16][CH2:15][NH:14][CH2:13][CH2:12]1.CS(O[CH:22]([CH3:42])[CH2:23][N:24]1[C:32]2[N:31]=[C:30]([NH2:33])[N:29]3[N:34]=[C:35]([C:37]4[O:38][CH:39]=[CH:40][CH:41]=4)[N:36]=[C:28]3[C:27]=2[CH:26]=[CH:25]1)(=O)=O, predict the reaction product. The product is: [F:3][C:4]1[CH:9]=[C:8]([F:10])[CH:7]=[CH:6][C:5]=1[N:11]1[CH2:12][CH2:13][N:14]([CH:22]([CH3:42])[CH2:23][N:24]2[C:32]3[N:31]=[C:30]([NH2:33])[N:29]4[N:34]=[C:35]([C:37]5[O:38][CH:39]=[CH:40][CH:41]=5)[N:36]=[C:28]4[C:27]=3[CH:26]=[CH:25]2)[CH2:15][CH2:16]1. (5) Given the reactants [H-].[Na+].[CH2:3]([N:6]=[C:7]=[S:8])[CH2:4][CH3:5].Cl[CH2:10][C:11]([NH:13][C:14]1[CH:19]=[CH:18][CH:17]=[CH:16][CH:15]=1)=[O:12].C(OCC)C.CCCCCC, predict the reaction product. The product is: [C:14]1([N:13]2[C:11](=[O:12])[CH2:10][S:8]/[C:7]/2=[N:6]\[CH2:3][CH2:4][CH3:5])[CH:19]=[CH:18][CH:17]=[CH:16][CH:15]=1. (6) Given the reactants [N+:1]([C:4]1[CH:5]=[C:6]([CH:10]=[C:11]([O:13][CH3:14])[CH:12]=1)[C:7]([OH:9])=O)([O-:3])=[O:2].S(Cl)(Cl)=O.C(N(CC)CC)C.[CH3:26][N:27]1[CH2:32][CH2:31][NH:30][CH2:29][CH2:28]1, predict the reaction product. The product is: [CH3:14][O:13][C:11]1[CH:10]=[C:6]([CH:5]=[C:4]([N+:1]([O-:3])=[O:2])[CH:12]=1)[C:7]([N:30]1[CH2:31][CH2:32][N:27]([CH3:26])[CH2:28][CH2:29]1)=[O:9].